This data is from Reaction yield outcomes from USPTO patents with 853,638 reactions. The task is: Predict the reaction yield, written as a fraction of the theoretical maximum amount of product (1.0 means a 100% yield; for example, 0.34 means a 34% yield). (1) The reactants are Br[C:2]1[CH:3]=[N:4][N:5]([CH2:7][CH2:8][S:9]([CH3:12])(=[O:11])=[O:10])[CH:6]=1.[B:13]1([C:22]2[CH:27]=[CH:26][C:25](B3OC(C)(C)C(C)(C)O3)=[CH:24][CH:23]=2)[O:17][C:16]([CH3:19])([CH3:18])[C:15]([CH3:21])([CH3:20])[O:14]1.C(=O)([O-])[O-].[K+].[K+].C(Cl)Cl. The catalyst is C(#N)C.O.C1C=CC(P(C2C=CC=CC=2)[C-]2C=CC=C2)=CC=1.C1C=CC(P(C2C=CC=CC=2)[C-]2C=CC=C2)=CC=1.Cl[Pd]Cl.[Fe+2]. The product is [CH3:12][S:9]([CH2:8][CH2:7][N:5]1[CH:6]=[C:2]([C:25]2[CH:26]=[CH:27][C:22]([B:13]3[O:17][C:16]([CH3:19])([CH3:18])[C:15]([CH3:21])([CH3:20])[O:14]3)=[CH:23][CH:24]=2)[CH:3]=[N:4]1)(=[O:11])=[O:10]. The yield is 0.380. (2) The reactants are CS(C)=O.[CH3:5][C:6]1[CH:7]=[C:8]([OH:19])[C:9]([C:13]2[CH:18]=[CH:17][CH:16]=[CH:15][N:14]=2)=[N:10][C:11]=1[CH3:12].Cl[C:21]1[C:30]2[C:25](=[CH:26][C:27]([O:33][CH3:34])=[C:28]([O:31][CH3:32])[CH:29]=2)[N:24]=[CH:23][CH:22]=1.C(=O)([O-])[O-].[Cs+].[Cs+]. The catalyst is O. The product is [CH3:32][O:31][C:28]1[CH:29]=[C:30]2[C:25](=[CH:26][C:27]=1[O:33][CH3:34])[N:24]=[CH:23][CH:22]=[C:21]2[O:19][C:8]1[C:9]([C:13]2[CH:18]=[CH:17][CH:16]=[CH:15][N:14]=2)=[N:10][C:11]([CH3:12])=[C:6]([CH3:5])[CH:7]=1. The yield is 0.200. (3) The reactants are [CH:1]1([C:4]([NH:6][C:7]2[CH:12]=[CH:11][C:10]([C:13]3[N:14]=[C:15]4[C:21]5[CH:22]=[CH:23][CH:24]=[CH:25][C:20]=5[NH:19][C:18]5[N:26]=[CH:27][CH:28]=[CH:29][C:17]=5[N:16]4[C:30]=3[C:31]3[CH:36]=[CH:35][C:34]([C:37]4([NH:41]C(=O)OC(C)(C)C)[CH2:40][CH2:39][CH2:38]4)=[CH:33][CH:32]=3)=[CH:9][CH:8]=2)=[O:5])[CH2:3][CH2:2]1.[ClH:49].O1CCOCC1. The catalyst is C(Cl)Cl. The product is [ClH:49].[ClH:49].[ClH:49].[NH2:41][C:37]1([C:34]2[CH:33]=[CH:32][C:31]([C:30]3[N:16]4[C:17]5[CH:29]=[CH:28][CH:27]=[N:26][C:18]=5[NH:19][C:20]5[CH:25]=[CH:24][CH:23]=[CH:22][C:21]=5[C:15]4=[N:14][C:13]=3[C:10]3[CH:9]=[CH:8][C:7]([NH:6][C:4]([CH:1]4[CH2:3][CH2:2]4)=[O:5])=[CH:12][CH:11]=3)=[CH:36][CH:35]=2)[CH2:40][CH2:39][CH2:38]1. The yield is 0.781.